This data is from Forward reaction prediction with 1.9M reactions from USPTO patents (1976-2016). The task is: Predict the product of the given reaction. Given the reactants [Br:1][C:2]1[CH:8]=[CH:7][C:5]([NH2:6])=[CH:4][CH:3]=1.[N:9]([O-])=O.[Na+].Cl[Sn]Cl, predict the reaction product. The product is: [Br:1][C:2]1[CH:8]=[CH:7][C:5]([NH:6][NH2:9])=[CH:4][CH:3]=1.